From a dataset of Full USPTO retrosynthesis dataset with 1.9M reactions from patents (1976-2016). Predict the reactants needed to synthesize the given product. (1) The reactants are: [F:1][C:2]1[CH:11]=[C:10]([CH:12]([NH2:14])[CH3:13])[C:9]([C:15]2[CH:20]=[CH:19][CH:18]=[C:17]([F:21])[CH:16]=2)=[C:8]2[C:3]=1[CH:4]=[CH:5][CH:6]=[N:7]2.Cl[C:23]1[N:31]=[CH:30][N:29]=[C:28]2[C:24]=1[NH:25][CH:26]=[N:27]2.[Na]. Given the product [F:1][C:2]1[CH:11]=[C:10]([CH:12]([NH:14][C:23]2[N:31]=[CH:30][N:29]=[C:28]3[C:24]=2[N:25]=[CH:26][NH:27]3)[CH3:13])[C:9]([C:15]2[CH:20]=[CH:19][CH:18]=[C:17]([F:21])[CH:16]=2)=[C:8]2[C:3]=1[CH:4]=[CH:5][CH:6]=[N:7]2, predict the reactants needed to synthesize it. (2) Given the product [CH2:24]([C:2]1[CH:3]=[C:4]([C:18]2[CH:23]=[CH:22][CH:21]=[CH:20][CH:19]=2)[CH:5]=[C:6]([CH2:3][CH:4]([CH3:18])[CH3:5])[C:7]=1[NH:8][C:9](=[O:16])[C:10]1[CH:15]=[CH:14][CH:13]=[CH:12][CH:11]=1)[CH:25]([CH3:27])[CH3:26], predict the reactants needed to synthesize it. The reactants are: Br[C:2]1[CH:3]=[C:4]([C:18]2[CH:23]=[CH:22][CH:21]=[CH:20][CH:19]=2)[CH:5]=[C:6](Br)[C:7]=1[NH:8][C:9](=[O:16])[C:10]1[CH:15]=[CH:14][CH:13]=[CH:12][CH:11]=1.[CH2:24](B(O)O)[CH:25]([CH3:27])[CH3:26].O.P([O-])([O-])([O-])=O.[K+].[K+].[K+].O. (3) Given the product [CH3:1][O:2][C:3](=[O:18])[C:4]1[C:9]([N:10]2[C:14](=[O:15])[N:13]([CH3:19])[N:12]=[N:11]2)=[CH:8][CH:7]=[C:6]([F:16])[C:5]=1[CH3:17], predict the reactants needed to synthesize it. The reactants are: [CH3:1][O:2][C:3](=[O:18])[C:4]1[C:9]([N:10]2[C:14](=[O:15])[NH:13][N:12]=[N:11]2)=[CH:8][CH:7]=[C:6]([F:16])[C:5]=1[CH3:17].[CH3:19]N(C)C=O.C(=O)([O-])[O-].[K+].[K+].CI.